Dataset: Catalyst prediction with 721,799 reactions and 888 catalyst types from USPTO. Task: Predict which catalyst facilitates the given reaction. (1) Reactant: [C:1]1([CH:7]([CH:12]2[CH2:16][CH2:15][CH2:14][NH:13]2)[C:8]([O:10][CH3:11])=[O:9])[CH:6]=[CH:5][CH:4]=[CH:3][CH:2]=1.[C:17](O[C:17]([O:19][C:20]([CH3:23])([CH3:22])[CH3:21])=[O:18])([O:19][C:20]([CH3:23])([CH3:22])[CH3:21])=[O:18]. Product: [CH3:11][O:10][C:8](=[O:9])[CH:7]([CH:12]1[CH2:16][CH2:15][CH2:14][N:13]1[C:17]([O:19][C:20]([CH3:23])([CH3:22])[CH3:21])=[O:18])[C:1]1[CH:2]=[CH:3][CH:4]=[CH:5][CH:6]=1. The catalyst class is: 7. (2) The catalyst class is: 3. Product: [CH3:21][O:20][C:4]1[CH:5]=[CH:6][C:7]([N:8]([CH3:19])[C:9]2[N:14]=[CH:13][C:12]3[N:15]=[CH:16][N:17]([CH3:18])[C:11]=3[CH:10]=2)=[C:2]([CH3:1])[CH:3]=1. Reactant: [CH3:1][C:2]1[CH:3]=[C:4]([OH:20])[CH:5]=[CH:6][C:7]=1[N:8]([CH3:19])[C:9]1[N:14]=[CH:13][C:12]2[N:15]=[CH:16][N:17]([CH3:18])[C:11]=2[CH:10]=1.[C:21](=O)([O-])[O-].[Cs+].[Cs+].